This data is from Forward reaction prediction with 1.9M reactions from USPTO patents (1976-2016). The task is: Predict the product of the given reaction. Given the reactants [C:1]1([C:7]2[O:8][C:9]3[CH2:14][CH2:13][N:12]([C:15]4[CH:20]=[N:19][CH:18]=[CH:17][N:16]=4)[CH2:11][C:10]=3[N:21]=2)[CH:6]=[CH:5][CH:4]=[CH:3][CH:2]=1.ClC1[C:24](C#N)=[N:25]C=CN=1, predict the reaction product. The product is: [C:1]1([C:7]2[O:8][C:9]3[CH2:14][CH2:13][N:12]([C:15]4[C:20]([C:24]#[N:25])=[N:19][CH:18]=[CH:17][N:16]=4)[CH2:11][C:10]=3[N:21]=2)[CH:2]=[CH:3][CH:4]=[CH:5][CH:6]=1.